This data is from NCI-60 drug combinations with 297,098 pairs across 59 cell lines. The task is: Regression. Given two drug SMILES strings and cell line genomic features, predict the synergy score measuring deviation from expected non-interaction effect. (1) Drug 1: CC1=C(C=C(C=C1)NC2=NC=CC(=N2)N(C)C3=CC4=NN(C(=C4C=C3)C)C)S(=O)(=O)N.Cl. Drug 2: CC12CCC3C(C1CCC2OP(=O)(O)O)CCC4=C3C=CC(=C4)OC(=O)N(CCCl)CCCl.[Na+]. Cell line: SK-MEL-5. Synergy scores: CSS=15.9, Synergy_ZIP=7.82, Synergy_Bliss=5.54, Synergy_Loewe=0.738, Synergy_HSA=2.83. (2) Drug 1: C1=CC(=CC=C1CCC2=CNC3=C2C(=O)NC(=N3)N)C(=O)NC(CCC(=O)O)C(=O)O. Drug 2: C1CNP(=O)(OC1)N(CCCl)CCCl. Cell line: SF-295. Synergy scores: CSS=31.6, Synergy_ZIP=2.72, Synergy_Bliss=3.29, Synergy_Loewe=-22.6, Synergy_HSA=2.41. (3) Drug 1: CCC1(CC2CC(C3=C(CCN(C2)C1)C4=CC=CC=C4N3)(C5=C(C=C6C(=C5)C78CCN9C7C(C=CC9)(C(C(C8N6C=O)(C(=O)OC)O)OC(=O)C)CC)OC)C(=O)OC)O.OS(=O)(=O)O. Drug 2: CS(=O)(=O)CCNCC1=CC=C(O1)C2=CC3=C(C=C2)N=CN=C3NC4=CC(=C(C=C4)OCC5=CC(=CC=C5)F)Cl. Cell line: PC-3. Synergy scores: CSS=0.771, Synergy_ZIP=7.14, Synergy_Bliss=10.1, Synergy_Loewe=8.07, Synergy_HSA=8.82. (4) Synergy scores: CSS=-5.41, Synergy_ZIP=3.41, Synergy_Bliss=2.05, Synergy_Loewe=-9.64, Synergy_HSA=-7.48. Drug 1: CC1=CC2C(CCC3(C2CCC3(C(=O)C)OC(=O)C)C)C4(C1=CC(=O)CC4)C. Cell line: SNB-75. Drug 2: CC1=C(N=C(N=C1N)C(CC(=O)N)NCC(C(=O)N)N)C(=O)NC(C(C2=CN=CN2)OC3C(C(C(C(O3)CO)O)O)OC4C(C(C(C(O4)CO)O)OC(=O)N)O)C(=O)NC(C)C(C(C)C(=O)NC(C(C)O)C(=O)NCCC5=NC(=CS5)C6=NC(=CS6)C(=O)NCCC[S+](C)C)O. (5) Drug 1: CNC(=O)C1=CC=CC=C1SC2=CC3=C(C=C2)C(=NN3)C=CC4=CC=CC=N4. Drug 2: B(C(CC(C)C)NC(=O)C(CC1=CC=CC=C1)NC(=O)C2=NC=CN=C2)(O)O. Cell line: NCI-H460. Synergy scores: CSS=10.8, Synergy_ZIP=-1.75, Synergy_Bliss=3.07, Synergy_Loewe=0.286, Synergy_HSA=3.19. (6) Drug 1: C1=CC(=C2C(=C1NCCNCCO)C(=O)C3=C(C=CC(=C3C2=O)O)O)NCCNCCO. Drug 2: C(=O)(N)NO. Cell line: A549. Synergy scores: CSS=36.8, Synergy_ZIP=0.533, Synergy_Bliss=-0.0206, Synergy_Loewe=-17.0, Synergy_HSA=0.706. (7) Drug 1: CN1C(=O)N2C=NC(=C2N=N1)C(=O)N. Drug 2: C1CCC(C(C1)N)N.C(=O)(C(=O)[O-])[O-].[Pt+4]. Cell line: ACHN. Synergy scores: CSS=23.7, Synergy_ZIP=2.03, Synergy_Bliss=1.18, Synergy_Loewe=-26.2, Synergy_HSA=-0.369.